From a dataset of Forward reaction prediction with 1.9M reactions from USPTO patents (1976-2016). Predict the product of the given reaction. (1) The product is: [Cl:11][C:12]1[N:17]2[N:18]=[C:19]([C:21]3[CH:26]=[CH:25][CH:24]=[CH:23][CH:22]=3)[CH:20]=[C:16]2[N:15]=[C:14]([CH3:27])[C:13]=1[CH:28]([OH:41])[C:29]([O:31][CH3:32])=[O:30]. Given the reactants C[Si]([N-][Si](C)(C)C)(C)C.[K+].[Cl:11][C:12]1[N:17]2[N:18]=[C:19]([C:21]3[CH:26]=[CH:25][CH:24]=[CH:23][CH:22]=3)[CH:20]=[C:16]2[N:15]=[C:14]([CH3:27])[C:13]=1[CH2:28][C:29]([O:31][CH3:32])=[O:30].C1(C2[O:41]N2S(C2C=CC=CC=2)(=O)=O)C=CC=CC=1, predict the reaction product. (2) Given the reactants F[C:2]1[CH:7]=[CH:6][C:5]([N+:8]([O-:10])=[O:9])=[C:4]([O:11][CH3:12])[CH:3]=1.[CH3:13][N:14]1[CH2:19][CH2:18][N:17]([CH2:20][CH2:21][OH:22])[CH2:16][CH2:15]1.[H-].[Na+], predict the reaction product. The product is: [CH3:13][N:14]1[CH2:19][CH2:18][N:17]([CH2:20][CH2:21][O:22][C:2]2[CH:7]=[CH:6][C:5]([N+:8]([O-:10])=[O:9])=[C:4]([O:11][CH3:12])[CH:3]=2)[CH2:16][CH2:15]1. (3) Given the reactants P(Br)(Br)Br.[CH3:5][C:6]([O:12][CH2:13][CH2:14][CH2:15][CH2:16][CH2:17][CH2:18][C:19]1[N:20]=[C:21]([C:25]2[CH:30]=[CH:29][C:28]([CH3:31])=[CH:27][CH:26]=2)[O:22][C:23]=1[CH3:24])([CH3:11])[C:7]([NH:9]O)=O.C(=O)([O-])O.[Na+], predict the reaction product. The product is: [CH3:11][C:6]([O:12][CH2:13][CH2:14][CH2:15][CH2:16][CH2:17][CH2:18][C:19]1[N:20]=[C:21]([C:25]2[CH:30]=[CH:29][C:28]([CH3:31])=[CH:27][CH:26]=2)[O:22][C:23]=1[CH3:24])([CH3:5])[C:7]#[N:9]. (4) The product is: [C:29]1([S+:22]([C:16]2[CH:17]=[CH:18][CH:19]=[CH:20][CH:21]=2)[C:23]2[CH:28]=[CH:27][CH:26]=[CH:25][CH:24]=2)[CH:30]=[CH:31][CH:32]=[CH:33][CH:34]=1.[F:13][C:2]([F:1])([S:9]([O-:12])(=[O:11])=[O:10])[C:3]([F:8])([F:7])[CH2:4][CH2:5][OH:6]. Given the reactants [F:1][C:2]([F:13])([S:9]([O-:12])(=[O:11])=[O:10])[C:3]([F:8])([F:7])[CH2:4][CH2:5][OH:6].[Na+].[Cl-].[C:16]1([S+:22]([C:29]2[CH:34]=[CH:33][CH:32]=[CH:31][CH:30]=2)[C:23]2[CH:28]=[CH:27][CH:26]=[CH:25][CH:24]=2)[CH:21]=[CH:20][CH:19]=[CH:18][CH:17]=1.O, predict the reaction product. (5) Given the reactants CS(O[CH2:6][CH2:7][CH:8]([C:19]1[C:27]2[C:22](=[C:23]([CH2:29][S:30][CH3:31])[C:24]([F:28])=[CH:25][CH:26]=2)[NH:21][CH:20]=1)[C:9]1[CH:14]=[CH:13][C:12]([C:15]([F:18])([F:17])[F:16])=[CH:11][CH:10]=1)(=O)=O.ClC1C=CC(C(C2C3C(=C(CSC)C(F)=CC=3)NC=2)CC[C:42]#[N:43])=CC=1, predict the reaction product. The product is: [F:28][C:24]1[C:23]([CH2:29][S:30][CH3:31])=[C:22]2[C:27]([C:19]([CH:8]([C:9]3[CH:10]=[CH:11][C:12]([C:15]([F:17])([F:18])[F:16])=[CH:13][CH:14]=3)[CH2:7][CH2:6][C:42]#[N:43])=[CH:20][NH:21]2)=[CH:26][CH:25]=1. (6) Given the reactants [O:1]1[C:6]2[CH:7]=[N:8][NH:9][C:10](=O)[C:5]=2[CH2:4][CH2:3][CH2:2]1.P(Cl)(Cl)([Cl:14])=O, predict the reaction product. The product is: [Cl:14][C:10]1[N:9]=[N:8][CH:7]=[C:6]2[O:1][CH2:2][CH2:3][CH2:4][C:5]=12.